This data is from Reaction yield outcomes from USPTO patents with 853,638 reactions. The task is: Predict the reaction yield, written as a fraction of the theoretical maximum amount of product (1.0 means a 100% yield; for example, 0.34 means a 34% yield). (1) The reactants are [F:1][C:2]1[CH:26]=[CH:25][CH:24]=[C:23]([F:27])[C:3]=1[C:4]([NH:6][C:7]1[C:8]([C:12]2[NH:16][C:15]3[CH:17]=[CH:18][C:19]([CH:21]=O)=[CH:20][C:14]=3[N:13]=2)=[N:9][NH:10][CH:11]=1)=[O:5].[CH3:28][NH:29][CH3:30]. The catalyst is C1COCC1. The product is [CH3:28][N:29]([CH2:21][C:19]1[CH:18]=[CH:17][C:15]2[NH:16][C:12]([C:8]3[C:7]([NH:6][C:4](=[O:5])[C:3]4[C:2]([F:1])=[CH:26][CH:25]=[CH:24][C:23]=4[F:27])=[CH:11][NH:10][N:9]=3)=[N:13][C:14]=2[CH:20]=1)[CH3:30]. The yield is 0.180. (2) The catalyst is CCOC(C)=O. The reactants are [OH:1][C:2]1[CH:3]=[C:4]([C:11]([OH:13])=[O:12])[CH:5]=[C:6]2[C:10]=1[NH:9][N:8]=[CH:7]2.OS(O)(=O)=O.[CH3:19][CH2:20]O. The yield is 0.730. The product is [OH:1][C:2]1[CH:3]=[C:4]([C:11]([O:13][CH2:19][CH3:20])=[O:12])[CH:5]=[C:6]2[C:10]=1[NH:9][N:8]=[CH:7]2. (3) The reactants are Br[CH2:2][CH:3]1[O:8][C:7]2[CH:9]=[C:10]([S:13]([CH3:16])(=[O:15])=[O:14])[CH:11]=[CH:12][C:6]=2[CH2:5][O:4]1.[CH3:17][NH2:18]. The catalyst is CCO. The product is [CH3:17][NH:18][CH2:2][CH:3]1[O:8][C:7]2[CH:9]=[C:10]([S:13]([CH3:16])(=[O:15])=[O:14])[CH:11]=[CH:12][C:6]=2[CH2:5][O:4]1. The yield is 0.740. (4) The reactants are FC(F)(F)C(N)=O.[C:8]1([NH:14][C:15](=[O:28])[C:16]2[CH:21]=[CH:20][CH:19]=[CH:18][C:17]=2[N:22]2[CH2:27][CH2:26][NH:25][CH2:24][CH2:23]2)[CH:13]=[CH:12][CH:11]=[CH:10][CH:9]=1.[CH3:29][C:30]1[CH:34]=[C:33]([CH3:35])[N:32]([CH2:36][C:37](O)=[O:38])[N:31]=1.C(C1NC=CN=1)(C1NC=CN=1)=O. The catalyst is CC#N.O. The product is [CH3:29][C:30]1[CH:34]=[C:33]([CH3:35])[N:32]([CH2:36][C:37]([N:25]2[CH2:24][CH2:23][N:22]([C:17]3[CH:18]=[CH:19][CH:20]=[CH:21][C:16]=3[C:15]([NH:14][C:8]3[CH:9]=[CH:10][CH:11]=[CH:12][CH:13]=3)=[O:28])[CH2:27][CH2:26]2)=[O:38])[N:31]=1. The yield is 0.690. (5) The reactants are [NH2:1][CH2:2][C@@H:3]([N:5]1[CH:9]=[CH:8][C:7]([C:10]2[CH:17]=[CH:16][C:13]([C:14]#[N:15])=[C:12]([Cl:18])[CH:11]=2)=[N:6]1)[CH3:4].[C:19]([C:22]1[O:26][N:25]=[C:24]([C:27](O)=[O:28])[CH:23]=1)(=[O:21])[CH3:20]. No catalyst specified. The product is [C:19]([C:22]1[O:26][N:25]=[C:24]([C:27]([NH:1][CH2:2][C@@H:3]([N:5]2[CH:9]=[CH:8][C:7]([C:10]3[CH:17]=[CH:16][C:13]([C:14]#[N:15])=[C:12]([Cl:18])[CH:11]=3)=[N:6]2)[CH3:4])=[O:28])[CH:23]=1)(=[O:21])[CH3:20]. The yield is 0.246. (6) The reactants are [CH3:1][N:2]1[CH2:7][CH2:6][NH:5][CH2:4][CH2:3]1.[CH3:8][C:9]1([CH3:27])[CH2:14][C:13](=O)[CH2:12][CH2:11][CH:10]1[NH:16][C:17](=[O:26])[O:18][CH2:19][C:20]1[CH:25]=[CH:24][CH:23]=[CH:22][CH:21]=1.[BH-](OC(C)=O)(OC(C)=O)OC(C)=O.[Na+]. The catalyst is ClCCl. The product is [CH3:8][C:9]1([CH3:27])[CH2:14][CH:13]([N:5]2[CH2:6][CH2:7][N:2]([CH3:1])[CH2:3][CH2:4]2)[CH2:12][CH2:11][CH:10]1[NH:16][C:17](=[O:26])[O:18][CH2:19][C:20]1[CH:25]=[CH:24][CH:23]=[CH:22][CH:21]=1. The yield is 0.440. (7) The reactants are [CH2:1]([C:3]1[N:7]2[N:8]=[C:9]([CH3:28])[C:10]([C:20]3[CH:25]=[CH:24][C:23]([O:26][CH3:27])=[CH:22][CH:21]=3)=[C:11]([C:12]3[CH:19]=[CH:18][C:15]([C:16]#[N:17])=[CH:14][CH:13]=3)[C:6]2=[CH:5][CH:4]=1)[CH3:2].[OH-:29].[Na+].OO. The catalyst is CN(C)C=O. The product is [CH2:1]([C:3]1[N:7]2[N:8]=[C:9]([CH3:28])[C:10]([C:20]3[CH:25]=[CH:24][C:23]([O:26][CH3:27])=[CH:22][CH:21]=3)=[C:11]([C:12]3[CH:19]=[CH:18][C:15]([C:16]([NH2:17])=[O:29])=[CH:14][CH:13]=3)[C:6]2=[CH:5][CH:4]=1)[CH3:2]. The yield is 0.780.